This data is from Full USPTO retrosynthesis dataset with 1.9M reactions from patents (1976-2016). The task is: Predict the reactants needed to synthesize the given product. (1) Given the product [Cl:21][C:22]1[CH:27]=[C:26]([N+:28]([O-:30])=[O:29])[CH:25]=[C:24]([Cl:31])[C:23]=1[O:17][C:16]1[CH:15]=[CH:14][N:13]=[C:12]2[N:8]([CH2:7][C:6]3[CH:5]=[CH:4][C:3]([O:2][CH3:1])=[CH:20][CH:19]=3)[N:9]=[C:10]([CH3:18])[C:11]=12, predict the reactants needed to synthesize it. The reactants are: [CH3:1][O:2][C:3]1[CH:20]=[CH:19][C:6]([CH2:7][N:8]2[C:12]3[N:13]=[CH:14][CH:15]=[C:16]([OH:17])[C:11]=3[C:10]([CH3:18])=[N:9]2)=[CH:5][CH:4]=1.[Cl:21][C:22]1[CH:27]=[C:26]([N+:28]([O-:30])=[O:29])[CH:25]=[C:24]([Cl:31])[C:23]=1F. (2) Given the product [CH3:17][O:18][C:19]1[CH:24]=[C:23]([O:25][CH3:26])[CH:22]=[CH:21][C:20]=1[C:2]1[N:7]=[C:6]([C:8]([NH:10][C:11]2[CH:16]=[CH:15][CH:14]=[CH:13][N:12]=2)=[O:9])[CH:5]=[CH:4][CH:3]=1, predict the reactants needed to synthesize it. The reactants are: Br[C:2]1[N:7]=[C:6]([C:8]([NH:10][C:11]2[CH:16]=[CH:15][CH:14]=[CH:13][N:12]=2)=[O:9])[CH:5]=[CH:4][CH:3]=1.[CH3:17][O:18][C:19]1[CH:24]=[C:23]([O:25][CH3:26])[CH:22]=[CH:21][C:20]=1B(O)O. (3) Given the product [CH3:26][O:25][C:22]1[CH:21]=[CH:20][C:19]([CH2:18][O:17][C:10]2[C:9]([O:27][CH2:28][C:29]3[CH:30]=[CH:31][C:32]([O:35][CH3:36])=[CH:33][CH:34]=3)=[CH:8][CH:16]=[CH:15][C:11]=2[C:12]([OH:14])=[O:13])=[CH:24][CH:23]=1, predict the reactants needed to synthesize it. The reactants are: COC1C=CC(C[C:8]2[CH:16]=[CH:15][C:11]([C:12]([O-:14])=[O:13])=[C:10]([O:17][CH2:18][C:19]3[CH:24]=[CH:23][C:22]([O:25][CH3:26])=[CH:21][CH:20]=3)[C:9]=2[O:27][CH2:28][C:29]2[CH:34]=[CH:33][C:32]([O:35][CH3:36])=[CH:31][CH:30]=2)=CC=1. (4) Given the product [Br:1][C:2]1[CH:3]=[CH:4][C:5]2[O:10][CH2:9][C:8](=[O:11])[N:7]([CH2:25][C:24]3[CH:27]=[CH:28][C:21]([O:20][CH3:19])=[CH:22][CH:23]=3)[C:6]=2[CH:12]=1, predict the reactants needed to synthesize it. The reactants are: [Br:1][C:2]1[CH:3]=[CH:4][C:5]2[O:10][CH2:9][C:8](=[O:11])[NH:7][C:6]=2[CH:12]=1.C([O-])([O-])=O.[Cs+].[Cs+].[CH3:19][O:20][C:21]1[CH:28]=[CH:27][C:24]([CH2:25]Cl)=[CH:23][CH:22]=1. (5) Given the product [CH3:9][N:10]1[CH2:15][CH2:14][N:13]([C:3]([CH:2]2[CH2:6][CH2:7][CH2:8][NH:1]2)=[O:5])[CH2:12][CH2:11]1, predict the reactants needed to synthesize it. The reactants are: [NH:1]1[CH2:8][CH2:7][CH2:6][C@H:2]1[C:3]([OH:5])=O.[CH3:9][N:10]1[CH2:15][CH2:14][NH:13][CH2:12][CH2:11]1. (6) Given the product [OH:24][C:21]1[CH:22]=[CH:23][C:16]([OH:15])=[C:17]([C:18]2[NH:1][N:2]=[C:3]([C:4]3[CH:5]=[N:6][CH:7]=[CH:8][C:9]=3[C:10]([F:11])([F:12])[F:13])[N:14]=2)[CH:20]=1, predict the reactants needed to synthesize it. The reactants are: [NH2:1][NH:2][C:3](=[NH:14])[C:4]1[C:9]([C:10]([F:13])([F:12])[F:11])=[CH:8][CH:7]=[N:6][CH:5]=1.[OH:15][C:16]1[CH:23]=[CH:22][C:21]([OH:24])=[CH:20][C:17]=1[CH:18]=O.